This data is from NCI-60 drug combinations with 297,098 pairs across 59 cell lines. The task is: Regression. Given two drug SMILES strings and cell line genomic features, predict the synergy score measuring deviation from expected non-interaction effect. (1) Drug 1: CCC1(CC2CC(C3=C(CCN(C2)C1)C4=CC=CC=C4N3)(C5=C(C=C6C(=C5)C78CCN9C7C(C=CC9)(C(C(C8N6C=O)(C(=O)OC)O)OC(=O)C)CC)OC)C(=O)OC)O.OS(=O)(=O)O. Drug 2: CS(=O)(=O)OCCCCOS(=O)(=O)C. Cell line: MOLT-4. Synergy scores: CSS=40.6, Synergy_ZIP=2.37, Synergy_Bliss=2.52, Synergy_Loewe=1.59, Synergy_HSA=1.29. (2) Drug 1: CS(=O)(=O)C1=CC(=C(C=C1)C(=O)NC2=CC(=C(C=C2)Cl)C3=CC=CC=N3)Cl. Cell line: ACHN. Synergy scores: CSS=11.5, Synergy_ZIP=-0.594, Synergy_Bliss=-5.04, Synergy_Loewe=-55.1, Synergy_HSA=-6.64. Drug 2: CCC1(C2=C(COC1=O)C(=O)N3CC4=CC5=C(C=CC(=C5CN(C)C)O)N=C4C3=C2)O.Cl. (3) Drug 1: CCCS(=O)(=O)NC1=C(C(=C(C=C1)F)C(=O)C2=CNC3=C2C=C(C=N3)C4=CC=C(C=C4)Cl)F. Drug 2: C(CN)CNCCSP(=O)(O)O. Cell line: UACC-257. Synergy scores: CSS=2.05, Synergy_ZIP=-14.1, Synergy_Bliss=-27.5, Synergy_Loewe=-48.3, Synergy_HSA=-27.5. (4) Drug 1: C1=CC(=CC=C1C#N)C(C2=CC=C(C=C2)C#N)N3C=NC=N3. Drug 2: C1CN(CCN1C(=O)CCBr)C(=O)CCBr. Cell line: M14. Synergy scores: CSS=10.2, Synergy_ZIP=-3.70, Synergy_Bliss=0.145, Synergy_Loewe=1.54, Synergy_HSA=0.935. (5) Drug 1: C1=NNC2=C1C(=O)NC=N2. Drug 2: CC1=C(C(=O)C2=C(C1=O)N3CC4C(C3(C2COC(=O)N)OC)N4)N. Cell line: SW-620. Synergy scores: CSS=36.6, Synergy_ZIP=0.323, Synergy_Bliss=-0.932, Synergy_Loewe=-29.7, Synergy_HSA=-0.571. (6) Drug 1: C1=CC=C(C=C1)NC(=O)CCCCCCC(=O)NO. Drug 2: C#CCC(CC1=CN=C2C(=N1)C(=NC(=N2)N)N)C3=CC=C(C=C3)C(=O)NC(CCC(=O)O)C(=O)O. Cell line: SN12C. Synergy scores: CSS=13.1, Synergy_ZIP=-3.17, Synergy_Bliss=-4.51, Synergy_Loewe=-3.46, Synergy_HSA=-1.53.